This data is from NCI-60 drug combinations with 297,098 pairs across 59 cell lines. The task is: Regression. Given two drug SMILES strings and cell line genomic features, predict the synergy score measuring deviation from expected non-interaction effect. (1) Drug 1: CC12CCC(CC1=CCC3C2CCC4(C3CC=C4C5=CN=CC=C5)C)O. Drug 2: CN1C(=O)N2C=NC(=C2N=N1)C(=O)N. Cell line: SN12C. Synergy scores: CSS=-0.189, Synergy_ZIP=5.45, Synergy_Bliss=-1.16, Synergy_Loewe=-1.47, Synergy_HSA=-1.09. (2) Drug 1: COC1=CC(=CC(=C1O)OC)C2C3C(COC3=O)C(C4=CC5=C(C=C24)OCO5)OC6C(C(C7C(O6)COC(O7)C8=CC=CS8)O)O. Drug 2: CCN(CC)CCNC(=O)C1=C(NC(=C1C)C=C2C3=C(C=CC(=C3)F)NC2=O)C. Cell line: CCRF-CEM. Synergy scores: CSS=59.5, Synergy_ZIP=4.82, Synergy_Bliss=4.34, Synergy_Loewe=-17.8, Synergy_HSA=3.21. (3) Drug 1: COC1=C(C=C2C(=C1)N=CN=C2NC3=CC(=C(C=C3)F)Cl)OCCCN4CCOCC4. Drug 2: CC1C(C(=O)NC(C(=O)N2CCCC2C(=O)N(CC(=O)N(C(C(=O)O1)C(C)C)C)C)C(C)C)NC(=O)C3=C4C(=C(C=C3)C)OC5=C(C(=O)C(=C(C5=N4)C(=O)NC6C(OC(=O)C(N(C(=O)CN(C(=O)C7CCCN7C(=O)C(NC6=O)C(C)C)C)C)C(C)C)C)N)C. Cell line: A549. Synergy scores: CSS=26.3, Synergy_ZIP=5.53, Synergy_Bliss=5.82, Synergy_Loewe=5.47, Synergy_HSA=5.53. (4) Drug 1: CC(C)(C#N)C1=CC(=CC(=C1)CN2C=NC=N2)C(C)(C)C#N. Drug 2: COC1=C2C(=CC3=C1OC=C3)C=CC(=O)O2. Cell line: A498. Synergy scores: CSS=0.198, Synergy_ZIP=6.94, Synergy_Bliss=0.956, Synergy_Loewe=-4.48, Synergy_HSA=-4.46. (5) Drug 1: CC1OCC2C(O1)C(C(C(O2)OC3C4COC(=O)C4C(C5=CC6=C(C=C35)OCO6)C7=CC(=C(C(=C7)OC)O)OC)O)O. Drug 2: C1=NNC2=C1C(=O)NC=N2. Cell line: K-562. Synergy scores: CSS=38.1, Synergy_ZIP=-2.67, Synergy_Bliss=-1.07, Synergy_Loewe=-28.2, Synergy_HSA=1.76. (6) Drug 1: CN1CCC(CC1)COC2=C(C=C3C(=C2)N=CN=C3NC4=C(C=C(C=C4)Br)F)OC. Drug 2: C1C(C(OC1N2C=C(C(=O)NC2=O)F)CO)O. Cell line: UACC62. Synergy scores: CSS=25.6, Synergy_ZIP=-1.20, Synergy_Bliss=1.32, Synergy_Loewe=-2.84, Synergy_HSA=3.96.